Dataset: Reaction yield outcomes from USPTO patents with 853,638 reactions. Task: Predict the reaction yield, written as a fraction of the theoretical maximum amount of product (1.0 means a 100% yield; for example, 0.34 means a 34% yield). (1) The reactants are [Cl:1][C:2]1[C:3]([O:30][C@H:31]2[CH2:35][C:34]([F:37])([F:36])[CH2:33][C@@H:32]2[C:38]2[N:42]([CH3:43])[N:41]=[CH:40][CH:39]=2)=[CH:4][C:5]([F:29])=[C:6]([S:8]([N:11](CC2C=CC(OC)=CC=2OC)[C:12]2[CH:17]=[CH:16][N:15]=[CH:14][N:13]=2)(=[O:10])=[O:9])[CH:7]=1.C([SiH](CC)CC)C.FC(F)(F)C(O)=O. The catalyst is ClCCl. The product is [Cl:1][C:2]1[C:3]([O:30][C@H:31]2[CH2:35][C:34]([F:37])([F:36])[CH2:33][C@@H:32]2[C:38]2[N:42]([CH3:43])[N:41]=[CH:40][CH:39]=2)=[CH:4][C:5]([F:29])=[C:6]([S:8]([NH:11][C:12]2[CH:17]=[CH:16][N:15]=[CH:14][N:13]=2)(=[O:9])=[O:10])[CH:7]=1. The yield is 0.980. (2) The reactants are [CH:1]1[C:11]2[CH2:10][CH2:9][C:8]3[CH:12]=[CH:13][CH:14]=[CH:15][C:7]=3[C:6](=[CH:16][C:17]3[CH:22]=[CH:21][CH:20]=[CH:19][C:18]=3[NH2:23])[C:5]=2[CH:4]=[CH:3][CH:2]=1.[C:24](Cl)(=[O:26])[CH3:25]. No catalyst specified. The product is [CH:1]1[C:11]2[CH2:10][CH2:9][C:8]3[CH:12]=[CH:13][CH:14]=[CH:15][C:7]=3[C:6](=[CH:16][C:17]3[CH:22]=[CH:21][CH:20]=[CH:19][C:18]=3[NH:23][C:24](=[O:26])[CH3:25])[C:5]=2[CH:4]=[CH:3][CH:2]=1. The yield is 0.700. (3) The reactants are O.[OH-].[Li+].[C:4]([O:8][C:9]([NH:11][S:12]([NH:15][CH2:16][C:17]1[CH:22]=[CH:21][C:20]([CH:23]([CH3:29])[C:24]([O:26]CC)=[O:25])=[CH:19][CH:18]=1)(=[O:14])=[O:13])=[O:10])([CH3:7])([CH3:6])[CH3:5]. The catalyst is O.O1CCCC1. The product is [C:4]([O:8][C:9]([NH:11][S:12]([NH:15][CH2:16][C:17]1[CH:18]=[CH:19][C:20]([CH:23]([CH3:29])[C:24]([OH:26])=[O:25])=[CH:21][CH:22]=1)(=[O:14])=[O:13])=[O:10])([CH3:7])([CH3:5])[CH3:6]. The yield is 0.560. (4) The reactants are I[C:2]1[CH:20]=[N:19][C:5]2[NH:6][CH2:7][CH2:8][N:9]([C:10](=[O:18])[CH2:11][C:12]3[CH:17]=[CH:16][CH:15]=[CH:14][CH:13]=3)[C:4]=2[CH:3]=1.[N:21]1([CH:26]2[CH2:31][CH2:30][N:29]([C:32]([C:34]3[CH:39]=[CH:38][C:37](B4OC(C)(C)C(C)(C)O4)=[CH:36][CH:35]=3)=[O:33])[CH2:28][CH2:27]2)[CH2:25][CH2:24][CH2:23][CH2:22]1. No catalyst specified. The product is [C:12]1([CH2:11][C:10]([N:9]2[CH2:8][CH2:7][NH:6][C:5]3[N:19]=[CH:20][C:2]([C:37]4[CH:38]=[CH:39][C:34]([C:32]([N:29]5[CH2:28][CH2:27][CH:26]([N:21]6[CH2:22][CH2:23][CH2:24][CH2:25]6)[CH2:31][CH2:30]5)=[O:33])=[CH:35][CH:36]=4)=[CH:3][C:4]2=3)=[O:18])[CH:17]=[CH:16][CH:15]=[CH:14][CH:13]=1. The yield is 0.520. (5) The reactants are C(=O)([O-])[O-:2].[K+].[K+].[CH3:7][O:8][CH:9]([O:12][CH3:13])[CH:10]=O.[CH2:14]([O:16][CH2:17][CH3:18])[CH3:15]. The catalyst is O1CCCC1.O. The product is [CH2:14]([O:16][C:17](=[O:2])[CH:18]=[CH:10][CH:9]([O:8][CH3:7])[O:12][CH3:13])[CH3:15]. The yield is 0.900.